This data is from Forward reaction prediction with 1.9M reactions from USPTO patents (1976-2016). The task is: Predict the product of the given reaction. (1) Given the reactants [CH2:1]([N:8]([CH2:18][C:19]1[CH:24]=[CH:23][CH:22]=[CH:21][CH:20]=1)[CH:9]([CH2:13][O:14][CH:15]([F:17])[F:16])[C:10]([OH:12])=O)[C:2]1[CH:7]=[CH:6][CH:5]=[CH:4][CH:3]=1.C(N(CC)CC)C.ClC(OCC(C)C)=O.Cl.[CH2:41]([NH2:48])[C:42]1[CH:47]=[CH:46][CH:45]=[CH:44][CH:43]=1, predict the reaction product. The product is: [CH2:18]([N:8]([CH2:1][C:2]1[CH:3]=[CH:4][CH:5]=[CH:6][CH:7]=1)[CH:9]([CH2:13][O:14][CH:15]([F:16])[F:17])[C:10]([NH:48][CH2:41][C:42]1[CH:47]=[CH:46][CH:45]=[CH:44][CH:43]=1)=[O:12])[C:19]1[CH:20]=[CH:21][CH:22]=[CH:23][CH:24]=1. (2) Given the reactants N([O-])=O.[Na+].[Br:5][C:6]1[N:11]=[C:10]([O:12][CH3:13])[C:9](N)=[CH:8][CH:7]=1.[I-:15].[K+], predict the reaction product. The product is: [Br:5][C:6]1[N:11]=[C:10]([O:12][CH3:13])[C:9]([I:15])=[CH:8][CH:7]=1.